From a dataset of Peptide-MHC class I binding affinity with 185,985 pairs from IEDB/IMGT. Regression. Given a peptide amino acid sequence and an MHC pseudo amino acid sequence, predict their binding affinity value. This is MHC class I binding data. (1) The peptide sequence is CHEGINPNMSC. The MHC is H-2-Kb with pseudo-sequence H-2-Kb. The binding affinity (normalized) is 0.0782. (2) The peptide sequence is LLWAFAHRQ. The MHC is HLA-A02:12 with pseudo-sequence HLA-A02:12. The binding affinity (normalized) is 0.433. (3) The peptide sequence is ETNIGCAVNT. The MHC is HLA-A02:03 with pseudo-sequence HLA-A02:03. The binding affinity (normalized) is 0.0278. (4) The peptide sequence is TIYSVVPV. The MHC is H-2-Kb with pseudo-sequence H-2-Kb. The binding affinity (normalized) is 0.611. (5) The peptide sequence is NDTNYSGF. The MHC is Mamu-A11 with pseudo-sequence Mamu-A11. The binding affinity (normalized) is 0. (6) The peptide sequence is SVSVGTGIL. The MHC is HLA-A02:02 with pseudo-sequence HLA-A02:02. The binding affinity (normalized) is 0.347. (7) The peptide sequence is TVADIWHAM. The MHC is HLA-B27:05 with pseudo-sequence HLA-B27:05. The binding affinity (normalized) is 0.0847.